Dataset: Forward reaction prediction with 1.9M reactions from USPTO patents (1976-2016). Task: Predict the product of the given reaction. (1) Given the reactants CS([C:5]1[N:10]=[C:9]([CH2:11][CH2:12][C:13]2[CH:18]=[CH:17][CH:16]=[CH:15][C:14]=2[CH2:19][C:20]([O:22][CH3:23])=[O:21])[C:8]([C:24]([F:27])([F:26])[F:25])=[CH:7][N:6]=1)(=O)=O.[NH2:28][C:29]1[CH:34]=[CH:33][C:32]([CH:35]2[CH2:40][CH2:39][N:38](C(OC(C)(C)C)=O)[CH2:37][CH2:36]2)=[CH:31][C:30]=1[CH3:48].C(O)(C(F)(F)F)=O, predict the reaction product. The product is: [CH3:48][C:30]1[CH:31]=[C:32]([CH:35]2[CH2:36][CH2:37][NH:38][CH2:39][CH2:40]2)[CH:33]=[CH:34][C:29]=1[NH:28][C:5]1[N:10]=[C:9]([CH2:11][CH2:12][C:13]2[CH:18]=[CH:17][CH:16]=[CH:15][C:14]=2[CH2:19][C:20]([O:22][CH3:23])=[O:21])[C:8]([C:24]([F:27])([F:26])[F:25])=[CH:7][N:6]=1. (2) Given the reactants [CH3:1][C:2]1[CH:8]=[CH:7][C:5]([NH2:6])=[CH:4][C:3]=1[B:9]1[O:13][C:12]([CH3:15])([CH3:14])[C:11]([CH3:17])([CH3:16])[O:10]1.[CH3:18][S:19](Cl)(=[O:21])=[O:20], predict the reaction product. The product is: [CH3:1][C:2]1[CH:8]=[CH:7][C:5]([NH:6][S:19]([CH3:18])(=[O:21])=[O:20])=[CH:4][C:3]=1[B:9]1[O:10][C:11]([CH3:17])([CH3:16])[C:12]([CH3:15])([CH3:14])[O:13]1. (3) The product is: [N:4]1([C:14](=[O:15])[C:13](=[N:12][OH:11])[CH3:17])[CH2:5][CH2:10][CH2:9][CH2:8]1. Given the reactants ON1C2C=[CH:8][CH:9]=[CH:10][C:5]=2[N:4]=N1.[OH:11][N:12]=[C:13]([CH3:17])[C:14](O)=[O:15].N1CCCC1.Cl.CN(C)CCCN=C=NCC, predict the reaction product. (4) Given the reactants [N:1]#[C:2][NH2:3].C(OC(=O)[N:10]([CH2:23][CH3:24])[CH2:11][CH2:12][O:13][C:14]1[CH:19]=[CH:18][C:17]([N:20]=[C:21]=[S:22])=[CH:16][CH:15]=1)(C)(C)C.Br[CH2:27][C:28]([C:30]1[CH:35]=[CH:34][CH:33]=[C:32]([F:36])[CH:31]=1)=[O:29], predict the reaction product. The product is: [NH2:1][C:2]1[N:3]=[C:21]([NH:20][C:17]2[CH:16]=[CH:15][C:14]([O:13][CH2:12][CH2:11][NH:10][CH2:23][CH3:24])=[CH:19][CH:18]=2)[S:22][C:27]=1[C:28]([C:30]1[CH:35]=[CH:34][CH:33]=[C:32]([F:36])[CH:31]=1)=[O:29]. (5) Given the reactants [CH3:1][C:2]1[CH:3]=[C:4]([NH:16][C:17]2[C:26]3[C:21](=[CH:22][CH:23]=[CH:24][C:25]=3[O:27][C@H:28]([CH3:32])[C:29](O)=[O:30])[N:20]=[CH:19][N:18]=2)[CH:5]=[CH:6][C:7]=1[O:8][C:9]1[CH:10]=[N:11][C:12]([CH3:15])=[CH:13][CH:14]=1.[CH2:33]([CH2:35][NH2:36])[OH:34], predict the reaction product. The product is: [OH:34][CH2:33][CH2:35][NH:36][C:29](=[O:30])[C@H:28]([O:27][C:25]1[CH:24]=[CH:23][CH:22]=[C:21]2[C:26]=1[C:17]([NH:16][C:4]1[CH:5]=[CH:6][C:7]([O:8][C:9]3[CH:10]=[N:11][C:12]([CH3:15])=[CH:13][CH:14]=3)=[C:2]([CH3:1])[CH:3]=1)=[N:18][CH:19]=[N:20]2)[CH3:32]. (6) Given the reactants [C:1]([C:3]1[CH:4]=[C:5]([CH:8]=[CH:9][CH:10]=1)[C:6]#[N:7])#[CH:2].CCN(CC)CC.CN(C=O)C.[C:23]([C:25]1[C:26]([N:31]2[CH2:36][CH2:35][N:34]3[C@@H:37]([C:41](Cl)=[N:42][OH:43])[CH2:38][CH2:39][CH2:40][C@H:33]3[CH2:32]2)=[N:27][CH:28]=[CH:29][N:30]=1)#[N:24], predict the reaction product. The product is: [C:6]([C:5]1[CH:4]=[C:3]([C:1]2[O:43][N:42]=[C:41]([C@@H:37]3[N:34]4[CH2:35][CH2:36][N:31]([C:26]5[C:25]([C:23]#[N:24])=[N:30][CH:29]=[CH:28][N:27]=5)[CH2:32][C@@H:33]4[CH2:40][CH2:39][CH2:38]3)[CH:2]=2)[CH:10]=[CH:9][CH:8]=1)#[N:7].